This data is from Full USPTO retrosynthesis dataset with 1.9M reactions from patents (1976-2016). The task is: Predict the reactants needed to synthesize the given product. (1) Given the product [CH2:1]([O:3][C:4]1[CH:13]=[C:12]2[C:7]([C:8]([CH:16]([CH3:17])[CH3:18])=[CH:9][C:10]([CH3:15])([CH3:14])[O:11]2)=[CH:6][C:5]=1/[C:19](/[CH3:31])=[CH:20]\[CH:21]=[CH:22]\[C:23](\[CH3:30])=[CH:24]\[C:25]([OH:27])=[O:26])[CH3:2], predict the reactants needed to synthesize it. The reactants are: [CH2:1]([O:3][C:4]1[CH:13]=[C:12]2[C:7]([C:8]([CH:16]([CH3:18])[CH3:17])=[CH:9][C:10]([CH3:15])([CH3:14])[O:11]2)=[CH:6][C:5]=1/[C:19](/[CH3:31])=[CH:20]\[CH:21]=[CH:22]\[C:23](\[CH3:30])=[CH:24]\[C:25]([O:27]CC)=[O:26])[CH3:2].[OH-].[Na+]. (2) Given the product [NH2:1][C:5](=[O:4])[CH2:6][C:7]1[C:15]2[C:10](=[CH:11][CH:12]=[CH:13][CH:14]=2)[N:9]([CH:16]2[CH2:17][CH2:18][N:19]([C:22]([O:24][C:25]([CH3:28])([CH3:27])[CH3:26])=[O:23])[CH2:20][CH2:21]2)[N:8]=1, predict the reactants needed to synthesize it. The reactants are: [NH3:1].C([O:4][C:5](=O)[CH2:6][C:7]1[C:15]2[C:10](=[CH:11][CH:12]=[CH:13][CH:14]=2)[N:9]([CH:16]2[CH2:21][CH2:20][N:19]([C:22]([O:24][C:25]([CH3:28])([CH3:27])[CH3:26])=[O:23])[CH2:18][CH2:17]2)[N:8]=1)C. (3) The reactants are: [NH2:1][C:2]1[CH:3]=[C:4]([CH:20]=[CH:21][C:22]=1[O:23][C:24]([F:27])([F:26])[F:25])[C:5]([NH:7][C:8]1[CH:9]=[N:10][C:11]([C:14]2[CH:19]=[CH:18][CH:17]=[CH:16][CH:15]=2)=[CH:12][CH:13]=1)=[O:6].N1C=CC=CC=1.[Cl:34][CH:35]([CH3:39])[C:36](Cl)=[O:37]. Given the product [Cl:34][CH:35]([CH3:39])[C:36]([NH:1][C:2]1[CH:3]=[C:4]([CH:20]=[CH:21][C:22]=1[O:23][C:24]([F:27])([F:25])[F:26])[C:5]([NH:7][C:8]1[CH:9]=[N:10][C:11]([C:14]2[CH:15]=[CH:16][CH:17]=[CH:18][CH:19]=2)=[CH:12][CH:13]=1)=[O:6])=[O:37], predict the reactants needed to synthesize it. (4) Given the product [ClH:1].[Cl:1][C:2]1[C:7]2[O:8][C:9]3[CH2:14][CH2:13][NH:12][CH:11]([CH2:15][OH:16])[C:10]=3[C:6]=2[CH:5]=[C:4]([S:17]([C:20]2[CH:25]=[CH:24][CH:23]=[CH:22][CH:21]=2)(=[O:19])=[O:18])[CH:3]=1, predict the reactants needed to synthesize it. The reactants are: [Cl:1][C:2]1[C:7]2[O:8][C:9]3[CH2:14][CH2:13][NH:12][CH:11]([CH2:15][OH:16])[C:10]=3[C:6]=2[CH:5]=[C:4]([S:17]([C:20]2[CH:25]=[CH:24][CH:23]=[CH:22][CH:21]=2)(=[O:19])=[O:18])[CH:3]=1.Cl. (5) Given the product [Br:8][C:9]1[C:19]2[O:18][C:17]3[CH:20]=[CH:21][C:22]([N+:24]([O-:26])=[O:25])=[CH:23][C:16]=3[CH:15]=[CH:14][C:13]=2[CH:12]=[CH:11][CH:10]=1, predict the reactants needed to synthesize it. The reactants are: C1(C)C=CC=CC=1.[Br:8][C:9]1[C:19]2[O:18][C:17]3[CH:20]=[CH:21][C:22]([N+:24]([O-:26])=[O:25])=[CH:23][C:16]=3[CH2:15][CH:14](O)[C:13]=2[CH:12]=[CH:11][CH:10]=1. (6) Given the product [Br:15][C:7]1[C:6]2[C:10](=[CH:11][C:3]([O:2][CH3:1])=[CH:4][CH:5]=2)[NH:9][C:8]=1[C:12]([NH2:14])=[O:13], predict the reactants needed to synthesize it. The reactants are: [CH3:1][O:2][C:3]1[CH:11]=[C:10]2[C:6]([CH:7]=[C:8]([C:12]([NH2:14])=[O:13])[NH:9]2)=[CH:5][CH:4]=1.[Br-:15].[Br-].[Br-].[NH+]1C=CC=CC=1.[NH+]1C=CC=CC=1.[NH+]1C=CC=CC=1. (7) Given the product [N:12]1([CH2:11][CH2:10][CH2:9][O:8][C:7]2[CH:6]=[CH:5][C:4]([NH2:1])=[CH:19][CH:18]=2)[CH2:13][CH2:14][CH2:15][CH2:16][CH2:17]1, predict the reactants needed to synthesize it. The reactants are: [N+:1]([C:4]1[CH:19]=[CH:18][C:7]([O:8][CH2:9][CH2:10][CH2:11][N:12]2[CH2:17][CH2:16][CH2:15][CH2:14][CH2:13]2)=[CH:6][CH:5]=1)([O-])=O.